Predict the reaction yield, written as a fraction of the theoretical maximum amount of product (1.0 means a 100% yield; for example, 0.34 means a 34% yield). From a dataset of Reaction yield outcomes from USPTO patents with 853,638 reactions. (1) The reactants are [C:1]([CH2:3][C:4]1[C:5]([C:24]2[CH:29]=[CH:28][C:27]([CH3:30])=[CH:26][CH:25]=2)=[C:6]([CH2:15][NH:16][C:17](=[O:23])[O:18][C:19]([CH3:22])([CH3:21])[CH3:20])[C:7]([CH2:11][CH:12]([CH3:14])[CH3:13])=[N:8][C:9]=1[CH3:10])#[N:2].C([Sn](=O)CCCC)CCC.C[Si]([N:45]=[N+:46]=[N-:47])(C)C.O. The catalyst is C1(C)C=CC=CC=1. The product is [CH2:11]([C:7]1[C:6]([CH2:15][NH:16][C:17](=[O:23])[O:18][C:19]([CH3:22])([CH3:21])[CH3:20])=[C:5]([C:24]2[CH:29]=[CH:28][C:27]([CH3:30])=[CH:26][CH:25]=2)[C:4]([CH2:3][C:1]2[NH:47][N:46]=[N:45][N:2]=2)=[C:9]([CH3:10])[N:8]=1)[CH:12]([CH3:13])[CH3:14]. The yield is 0.690. (2) The reactants are Cl.FC1C=C(C=CC=1)CN1C=C(C2C3C(=NC=C(C4C=CC(C5CCNCC5)=CC=4)C=3)N(S(C3C=CC(C)=CC=3)(=O)=O)C=2)C=N1.[F:46][C:47]1[CH:48]=[C:49]([CH:90]=[CH:91][CH:92]=1)[CH2:50][N:51]1[CH:55]=[C:54]([C:56]2[C:64]3[C:59](=[N:60][CH:61]=[C:62]([C:65]4[CH:66]=[CH:67][C:68]([N:71]5[CH2:76][CH2:75][N:74]([CH2:77][C:78]#[N:79])[CH2:73][CH2:72]5)=[N:69][CH:70]=4)[CH:63]=3)[N:58](S(C3C=CC(C)=CC=3)(=O)=O)[CH:57]=2)[CH:53]=[N:52]1.[OH-].[Li+]. The catalyst is C1COCC1.CO.O. The product is [F:46][C:47]1[CH:48]=[C:49]([CH:90]=[CH:91][CH:92]=1)[CH2:50][N:51]1[CH:55]=[C:54]([C:56]2[C:64]3[C:59](=[N:60][CH:61]=[C:62]([C:65]4[CH:66]=[CH:67][C:68]([N:71]5[CH2:72][CH2:73][N:74]([CH2:77][C:78]#[N:79])[CH2:75][CH2:76]5)=[N:69][CH:70]=4)[CH:63]=3)[NH:58][CH:57]=2)[CH:53]=[N:52]1. The yield is 0.333.